This data is from Full USPTO retrosynthesis dataset with 1.9M reactions from patents (1976-2016). The task is: Predict the reactants needed to synthesize the given product. Given the product [F:53][C:54]1[CH:61]=[C:60]([F:62])[CH:59]=[CH:58][C:55]=1[CH2:56][N:16]1[C:17]2[C:22](=[CH:21][CH:20]=[CH:19][CH:18]=2)[C:14]([C:10]2[CH:11]=[C:12]([CH3:13])[C:7]([OH:6])=[C:8]([CH3:40])[CH:9]=2)([C:24]2[CH:25]=[C:26]([CH3:39])[C:27]([OH:31])=[C:28]([CH3:30])[CH:29]=2)[C:15]1=[O:23], predict the reactants needed to synthesize it. The reactants are: C([Si](C)(C)[O:6][C:7]1[C:12]([CH3:13])=[CH:11][C:10]([C:14]2([C:24]3[CH:29]=[C:28]([CH3:30])[C:27]([O:31][Si](C(C)(C)C)(C)C)=[C:26]([CH3:39])[CH:25]=3)[C:22]3[C:17](=[CH:18][CH:19]=[CH:20][CH:21]=3)[NH:16][C:15]2=[O:23])=[CH:9][C:8]=1[CH3:40])(C)(C)C.C[Si]([N-][Si](C)(C)C)(C)C.[Li+].[F:53][C:54]1[CH:61]=[C:60]([F:62])[CH:59]=[CH:58][C:55]=1[CH2:56]Br.[I-].[Na+].